From a dataset of Forward reaction prediction with 1.9M reactions from USPTO patents (1976-2016). Predict the product of the given reaction. Given the reactants [ClH:1].[CH:2]1([NH:5][C:6]([C:8]2[C:16]3[CH:15]=[C:14]([C:17]4[C:22]([CH3:23])=[CH:21][N:20]=[C:19]([NH:24][CH2:25][CH2:26][CH2:27][N:28]5[CH2:33][CH2:32][N:31]([CH3:34])[CH2:30][CH2:29]5)[N:18]=4)[S:13][C:12]=3[CH:11]=[CH:10][CH:9]=2)=[O:7])[CH2:4][CH2:3]1, predict the reaction product. The product is: [ClH:1].[ClH:1].[CH:2]1([NH:5][C:6]([C:8]2[C:16]3[CH:15]=[C:14]([C:17]4[C:22]([CH3:23])=[CH:21][N:20]=[C:19]([NH:24][CH2:25][CH2:26][CH2:27][N:28]5[CH2:29][CH2:30][N:31]([CH3:34])[CH2:32][CH2:33]5)[N:18]=4)[S:13][C:12]=3[CH:11]=[CH:10][CH:9]=2)=[O:7])[CH2:3][CH2:4]1.